From a dataset of Full USPTO retrosynthesis dataset with 1.9M reactions from patents (1976-2016). Predict the reactants needed to synthesize the given product. (1) Given the product [CH3:67][O:68][P:69]([CH2:2][C:3]1[CH:8]=[CH:7][C:6]([C:9]2[C:10]3[NH:14][C:13]([C:15]([C:51]4[C:56]([CH3:57])=[CH:55][C:54]([CH3:58])=[CH:53][C:52]=4[CH3:59])=[C:16]4[N:50]=[C:19]([C:20]([C:41]5[C:46]([CH3:47])=[CH:45][C:44]([CH3:48])=[CH:43][C:42]=5[CH3:49])=[C:21]5[NH:40][C:24](=[C:25]([C:31]6[C:36]([CH3:37])=[CH:35][C:34]([CH3:38])=[CH:33][C:32]=6[CH3:39])[C:26]6[CH:27]=[CH:28][C:29]=2[N:30]=6)[CH:23]=[CH:22]5)[CH:18]=[CH:17]4)=[CH:12][CH:11]=3)=[CH:5][CH:4]=1)([O:70][CH3:71])=[O:72], predict the reactants needed to synthesize it. The reactants are: Br[CH2:2][C:3]1[CH:8]=[CH:7][C:6]([C:9]2[C:10]3[NH:14][C:13]([C:15]([C:51]4[C:56]([CH3:57])=[CH:55][C:54]([CH3:58])=[CH:53][C:52]=4[CH3:59])=[C:16]4[N:50]=[C:19]([C:20]([C:41]5[C:46]([CH3:47])=[CH:45][C:44]([CH3:48])=[CH:43][C:42]=5[CH3:49])=[C:21]5[NH:40][C:24](=[C:25]([C:31]6[C:36]([CH3:37])=[CH:35][C:34]([CH3:38])=[CH:33][C:32]=6[CH3:39])[C:26]6[CH:27]=[CH:28][C:29]=2[N:30]=6)[CH:23]=[CH:22]5)[CH:18]=[CH:17]4)=[CH:12][CH:11]=3)=[CH:5][CH:4]=1.C1(C)C=CC=CC=1.[CH3:67][O:68][P:69]([O:72]C)[O:70][CH3:71]. (2) Given the product [NH2:1][CH2:3][C:4]([N:6]([C:8]1[CH:13]=[C:12]([CH3:14])[C:11](/[CH:15]=[CH:16]/[S:17]([N:20]2[CH2:41][CH2:40][C:23]3([N:27]=[C:26]([C:28]4[CH:33]=[CH:32][CH:31]=[C:30]([O:34][C:35]([F:38])([F:37])[F:36])[CH:29]=4)[NH:25][C:24]3=[O:39])[CH2:22][CH2:21]2)(=[O:19])=[O:18])=[C:10]([CH3:42])[CH:9]=1)[CH3:7])=[O:5], predict the reactants needed to synthesize it. The reactants are: [NH3:1].Cl[CH2:3][C:4]([N:6]([C:8]1[CH:13]=[C:12]([CH3:14])[C:11](/[CH:15]=[CH:16]/[S:17]([N:20]2[CH2:41][CH2:40][C:23]3([N:27]=[C:26]([C:28]4[CH:33]=[CH:32][CH:31]=[C:30]([O:34][C:35]([F:38])([F:37])[F:36])[CH:29]=4)[NH:25][C:24]3=[O:39])[CH2:22][CH2:21]2)(=[O:19])=[O:18])=[C:10]([CH3:42])[CH:9]=1)[CH3:7])=[O:5]. (3) Given the product [NH2:20][C:5]1[CH:4]=[CH:3][C:2]([F:1])=[CH:19][C:6]=1[O:7][CH:8]([CH3:18])[CH2:9][NH:10][C:11](=[O:17])[O:12][C:13]([CH3:14])([CH3:15])[CH3:16], predict the reactants needed to synthesize it. The reactants are: [F:1][C:2]1[CH:3]=[CH:4][C:5]([N+:20]([O-])=O)=[C:6]([CH:19]=1)[O:7][CH:8]([CH3:18])[CH2:9][NH:10][C:11](=[O:17])[O:12][C:13]([CH3:16])([CH3:15])[CH3:14]. (4) Given the product [NH2:8][C:5]1[N:6]=[CH:7][C:2]([C:27]2[CH:28]=[CH:29][C:23]3[O:22][CH2:21][CH2:20][N:19]([C:17]([O:16][C:13]([CH3:14])([CH3:12])[CH3:15])=[O:18])[CH2:25][C:24]=3[CH:26]=2)=[CH:3][C:4]=1[N+:9]([O-:11])=[O:10], predict the reactants needed to synthesize it. The reactants are: Br[C:2]1[CH:3]=[C:4]([N+:9]([O-:11])=[O:10])[C:5]([NH2:8])=[N:6][CH:7]=1.[CH3:12][C:13]([O:16][C:17]([N:19]1[CH2:25][C:24]2[CH:26]=[C:27](B(O)O)[CH:28]=[CH:29][C:23]=2[O:22][CH2:21][CH2:20]1)=[O:18])([CH3:15])[CH3:14].C(=O)([O-])[O-].[Cs+].[Cs+].